From a dataset of Forward reaction prediction with 1.9M reactions from USPTO patents (1976-2016). Predict the product of the given reaction. (1) Given the reactants C(OC([N:6]1[CH2:21][CH2:20][C:10]2[C:11]3[C:12](=O)[CH2:13][CH2:14][C:15]=3[C:16]([Cl:18])=[CH:17][C:9]=2[CH2:8][CH2:7]1)=O)C.[CH2:22]([Mg]Br)[CH3:23], predict the reaction product. The product is: [Cl:18][C:16]1[C:15]2[CH2:14][CH2:13][CH:12]([CH2:22][CH3:23])[C:11]=2[C:10]2[CH2:20][CH2:21][NH:6][CH2:7][CH2:8][C:9]=2[CH:17]=1. (2) Given the reactants [Cl-].[Cl-].[Cl-].[Al+3].FC1C([Mg]Br)=C(F)C(F)=C(F)C=1F.[Al:18]([C:41]1C(F)=C(F)C(F)=C(F)C=1F)([C:30]1C(F)=C(F)C(F)=C(F)C=1F)[C:19]1[C:28]([F:29])=[C:26]([F:27])[C:24]([F:25])=[C:22]([F:23])[C:20]=1[F:21].[Al](Cl)(C)C.C1([Li])C(F)=C(F)C(F)=C(F)C=1F, predict the reaction product. The product is: [Al:18]([C:19]1[C:28]([F:29])=[C:26]([F:27])[C:24]([F:25])=[C:22]([F:23])[C:20]=1[F:21])([CH3:30])[CH3:41].